Dataset: Catalyst prediction with 721,799 reactions and 888 catalyst types from USPTO. Task: Predict which catalyst facilitates the given reaction. Reactant: [Cl:1][C:2]1[N:7]=[C:6]([NH:8][CH3:9])[CH:5]=[CH:4][C:3]=1[O:10][CH2:11][O:12][CH3:13].[F:21][C:20]([F:23])([F:22])[C:19](O[C:19](=[O:24])[C:20]([F:23])([F:22])[F:21])=[O:24].CCN(C(C)C)C(C)C. Product: [Cl:1][C:2]1[N:7]=[C:6]([N:8]([CH3:9])[C:19](=[O:24])[C:20]([F:21])([F:22])[F:23])[CH:5]=[CH:4][C:3]=1[O:10][CH2:11][O:12][CH3:13]. The catalyst class is: 473.